Dataset: Forward reaction prediction with 1.9M reactions from USPTO patents (1976-2016). Task: Predict the product of the given reaction. (1) Given the reactants [NH2:1][C:2]1[CH:9]=[CH:8][C:7]([B:10]2[O:14][C:13]([CH3:16])([CH3:15])[C:12]([CH3:18])([CH3:17])[O:11]2)=[CH:6][C:3]=1[C:4]#[N:5].[C:19]([N:26]1[CH2:33][CH2:32][CH2:31][C@H:27]1[C:28](O)=[O:29])([O:21][C:22]([CH3:25])([CH3:24])[CH3:23])=[O:20].C(N(CC)CC)C.C(OC1C=CC2C(=CC=CC=2)N1C(OCC)=O)C, predict the reaction product. The product is: [C:4]([C:3]1[CH:6]=[C:7]([B:10]2[O:14][C:13]([CH3:16])([CH3:15])[C:12]([CH3:18])([CH3:17])[O:11]2)[CH:8]=[CH:9][C:2]=1[NH:1][C:28]([C@@H:27]1[CH2:31][CH2:32][CH2:33][N:26]1[C:19]([O:21][C:22]([CH3:25])([CH3:24])[CH3:23])=[O:20])=[O:29])#[N:5]. (2) The product is: [OH:9][C:8]1[C:7]2[CH2:6][CH2:5][N:4]([C:13]([O:15][C:16]([CH3:19])([CH3:18])[CH3:17])=[O:14])[CH2:3][C:2]=2[N:22]=[CH:21][N:23]=1. Given the reactants O=[C:2]1[CH:7]([C:8](OCC)=[O:9])[CH2:6][CH2:5][N:4]([C:13]([O:15][C:16]([CH3:19])([CH3:18])[CH3:17])=[O:14])[CH2:3]1.Cl.[CH:21]([NH2:23])=[NH:22].CC[O-].[Na+], predict the reaction product.